Predict the reaction yield, written as a fraction of the theoretical maximum amount of product (1.0 means a 100% yield; for example, 0.34 means a 34% yield). From a dataset of Reaction yield outcomes from USPTO patents with 853,638 reactions. The reactants are BrC1C=CC(CC[C:10]([NH:12]C)=O)=CC=1.[Br:14][C:15]1[CH:20]=[CH:19][C:18]([CH2:21][C:22]([OH:24])=O)=[CH:17][CH:16]=1.CN. The product is [Br:14][C:15]1[CH:20]=[CH:19][C:18]([CH2:21][C:22]([NH:12][CH3:10])=[O:24])=[CH:17][CH:16]=1. No catalyst specified. The yield is 0.750.